Task: Predict the reaction yield, written as a fraction of the theoretical maximum amount of product (1.0 means a 100% yield; for example, 0.34 means a 34% yield).. Dataset: Reaction yield outcomes from USPTO patents with 853,638 reactions (1) The product is [CH3:26][O:25][C:21]([C:22]1[S:23][C:5]2[CH:6]=[C:7]([C:8]([O:10][C:11]([CH3:12])([CH3:13])[CH3:14])=[O:9])[CH:15]=[CH:16][C:4]=2[C:3]=1[OH:20])=[O:24]. The reactants are CO[C:3](=[O:20])[C:4]1[CH:16]=[CH:15][C:7]([C:8]([O:10][C:11]([CH3:14])([CH3:13])[CH3:12])=[O:9])=[CH:6][C:5]=1[N+]([O-])=O.[C:21]([O:25][CH3:26])(=[O:24])[CH2:22][SH:23].O.[OH-].[Li+]. The catalyst is CN(C)C=O.C(OCC)(=O)C. The yield is 0.840. (2) The reactants are [CH3:1][C:2]1[N:7]=[CH:6][C:5]([C:8]2([C:14]([OH:16])=O)[CH2:13][CH2:12][O:11][CH2:10][CH2:9]2)=[CH:4][N:3]=1.Cl.[CH3:18][NH:19][O:20][CH3:21].C1C=CC2N(O)N=NC=2C=1.CCN=C=NCCCN(C)C.Cl.CCN(C(C)C)C(C)C. The catalyst is CN(C=O)C.O. The product is [CH3:21][O:20][N:19]([CH3:18])[C:14]([C:8]1([C:5]2[CH:6]=[N:7][C:2]([CH3:1])=[N:3][CH:4]=2)[CH2:9][CH2:10][O:11][CH2:12][CH2:13]1)=[O:16]. The yield is 0.630.